This data is from Full USPTO retrosynthesis dataset with 1.9M reactions from patents (1976-2016). The task is: Predict the reactants needed to synthesize the given product. (1) Given the product [CH2:14]([O:16][C:17]1[CH:18]=[C:19]([C:23]2[CH:31]=[C:30]3[C:26]([C:27](=[CH:11][C:8]4[NH:9][CH:10]=[C:6]([CH2:5][CH2:4][C:1]([OH:3])=[O:2])[C:7]=4[CH3:13])[C:28](=[O:32])[NH:29]3)=[CH:25][CH:24]=2)[CH:20]=[CH:21][CH:22]=1)[CH3:15], predict the reactants needed to synthesize it. The reactants are: [C:1]([CH2:4][CH2:5][C:6]1[C:7]([CH3:13])=[C:8]([CH:11]=O)[NH:9][CH:10]=1)([OH:3])=[O:2].[CH2:14]([O:16][C:17]1[CH:18]=[C:19]([C:23]2[CH:31]=[C:30]3[C:26]([CH2:27][C:28](=[O:32])[NH:29]3)=[CH:25][CH:24]=2)[CH:20]=[CH:21][CH:22]=1)[CH3:15]. (2) Given the product [CH3:1][C:2]1[CH:7]=[C:6]([CH3:8])[N:5]=[C:4]([N:9]2[CH2:16][CH:15]3[CH:11]([CH2:12][N:13]([C:31]([C:25]4[C:24]([O:23][CH2:21][CH3:22])=[CH:29][CH:28]=[C:27]([CH3:30])[N:26]=4)=[O:32])[CH2:14]3)[CH2:10]2)[N:3]=1, predict the reactants needed to synthesize it. The reactants are: [CH3:1][C:2]1[CH:7]=[C:6]([CH3:8])[N:5]=[C:4]([N:9]2[CH2:16][CH:15]3[CH:11]([CH2:12][NH:13][CH2:14]3)[CH2:10]2)[N:3]=1.CC(O)=O.[CH2:21]([O:23][C:24]1[C:25]([C:31](O)=[O:32])=[N:26][C:27]([CH3:30])=[CH:28][CH:29]=1)[CH3:22]. (3) Given the product [Cl:1][C:2]1[CH:3]=[C:4]2[C:8](=[CH:9][CH:10]=1)[N:7]([S:27]([C:20]1[C:21]3[C:26](=[CH:25][CH:24]=[CH:23][CH:22]=3)[C:17]([O:16][CH3:15])=[C:18]([N:31]3[CH2:36][CH2:35][N:34]([C:37](=[O:42])[C:38]([Cl:41])([Cl:39])[Cl:40])[CH2:33][CH2:32]3)[CH:19]=1)(=[O:28])=[O:29])[CH:6]=[C:5]2[CH:11]=[O:12], predict the reactants needed to synthesize it. The reactants are: [Cl:1][C:2]1[CH:3]=[C:4]2[C:8](=[CH:9][CH:10]=1)[NH:7][CH:6]=[C:5]2[CH:11]=[O:12].[H-].[Na+].[CH3:15][O:16][C:17]1[C:26]2[C:21](=[CH:22][CH:23]=[CH:24][CH:25]=2)[C:20]([S:27](Cl)(=[O:29])=[O:28])=[CH:19][C:18]=1[N:31]1[CH2:36][CH2:35][N:34]([C:37](=[O:42])[C:38]([Cl:41])([Cl:40])[Cl:39])[CH2:33][CH2:32]1. (4) Given the product [CH3:1][N:2]1[CH:6]=[C:5]([C:7]2[C:8](=[O:13])[N:9]([CH2:17][C:18]3[CH:28]=[CH:27][C:21]4[N:22]=[C:23]([S:25][CH3:26])[S:24][C:20]=4[CH:19]=3)[CH:10]=[CH:11][N:12]=2)[CH:4]=[N:3]1, predict the reactants needed to synthesize it. The reactants are: [CH3:1][N:2]1[CH:6]=[C:5]([C:7]2[C:8](=[O:13])[NH:9][CH:10]=[CH:11][N:12]=2)[CH:4]=[N:3]1.[H-].[Na+].Cl[CH2:17][C:18]1[CH:28]=[CH:27][C:21]2[N:22]=[C:23]([S:25][CH3:26])[S:24][C:20]=2[CH:19]=1. (5) Given the product [NH:1]1[C:9]2[C:4](=[CH:5][CH:6]=[CH:7][CH:8]=2)[C:3](/[CH:10]=[C:11]2\[O:12][C:13]3[C:20]([CH2:21][N:22]4[CH2:27][CH2:26][NH:25][CH2:24][C@@H:23]4[CH3:35])=[C:19]([OH:36])[CH:18]=[CH:17][C:14]=3[C:15]\2=[O:16])=[N:2]1, predict the reactants needed to synthesize it. The reactants are: [NH:1]1[C:9]2[C:4](=[CH:5][CH:6]=[CH:7][CH:8]=2)[C:3](/[CH:10]=[C:11]2\[O:12][C:13]3[C:20]([CH2:21][N:22]4[CH2:27][CH2:26][N:25](C(OC(C)(C)C)=O)[CH2:24][C@@H:23]4[CH3:35])=[C:19]([OH:36])[CH:18]=[CH:17][C:14]=3[C:15]\2=[O:16])=[N:2]1.FC(F)(F)C(O)=O. (6) Given the product [ClH:30].[ClH:1].[Cl:30][C:27]1[CH:26]=[CH:25][C:24]([CH2:23][NH:22][C:21]([C:18]2([NH2:32])[CH2:17][CH2:16][NH:15][CH2:20][CH2:19]2)=[O:31])=[CH:29][CH:28]=1, predict the reactants needed to synthesize it. The reactants are: [ClH:1].O1CCOCC1.C(OC([N:15]1[CH2:20][CH2:19][C:18]([NH:32]C(OC(C)(C)C)=O)([C:21](=[O:31])[NH:22][CH2:23][C:24]2[CH:29]=[CH:28][C:27]([Cl:30])=[CH:26][CH:25]=2)[CH2:17][CH2:16]1)=O)(C)(C)C. (7) Given the product [NH2:43][C:39]1[N:38]=[CH:37][N:36]=[C:35]2[C:40]=1[N:41]=[CH:42][N:34]2[C@H:26]1[C@H:27]([OH:31])[C@H:28]([OH:29])[C@@H:24]([CH2:23][N:19]([CH:17]2[CH2:18][CH:15]([CH2:14][CH2:13][C:11]3[NH:10][C:9]4[CH:44]=[CH:45][C:6]([CH:2]5[CH2:5][CH2:4][CH2:3]5)=[CH:7][C:8]=4[N:12]=3)[CH2:16]2)[CH:20]([CH3:22])[CH3:21])[O:25]1, predict the reactants needed to synthesize it. The reactants are: Cl.[CH:2]1([C:6]2[CH:45]=[CH:44][C:9]3[NH:10][C:11]([CH2:13][CH2:14][CH:15]4[CH2:18][CH:17]([N:19]([CH2:23][C@@H:24]5[C@H:28]6[O:29]C(C)(C)[O:31][C@H:27]6[C@H:26]([N:34]6[CH:42]=[N:41][C:40]7[C:35]6=[N:36][CH:37]=[N:38][C:39]=7[NH2:43])[O:25]5)[CH:20]([CH3:22])[CH3:21])[CH2:16]4)=[N:12][C:8]=3[CH:7]=2)[CH2:5][CH2:4][CH2:3]1.N.